From a dataset of Forward reaction prediction with 1.9M reactions from USPTO patents (1976-2016). Predict the product of the given reaction. (1) Given the reactants [NH2:1][C@:2]12[CH2:37][CH2:36][C@@H:35]([C:38]([CH3:40])=[CH2:39])[C@@H:3]1[C@@H:4]1[C@@:17]([CH3:20])([CH2:18][CH2:19]2)[C@@:16]2([CH3:21])[C@@H:7]([C@:8]3([CH3:34])[C@@H:13]([CH2:14][CH2:15]2)[C:12]([CH3:23])([CH3:22])[C:11]([C:24]2[CH:33]=[CH:32][C:27]([C:28]([O:30][CH3:31])=[O:29])=[CH:26][CH:25]=2)=[CH:10][CH2:9]3)[CH2:6][CH2:5]1.O=[CH:42][CH2:43][NH:44][C:45](=[O:51])[O:46][C:47]([CH3:50])([CH3:49])[CH3:48].C(O[BH-](OC(=O)C)OC(=O)C)(=O)C.[Na+], predict the reaction product. The product is: [C:47]([O:46][C:45]([NH:44][CH2:43][CH2:42][NH:1][C@:2]12[CH2:37][CH2:36][C@@H:35]([C:38]([CH3:40])=[CH2:39])[C@@H:3]1[C@@H:4]1[C@@:17]([CH3:20])([CH2:18][CH2:19]2)[C@@:16]2([CH3:21])[C@@H:7]([C@:8]3([CH3:34])[C@@H:13]([CH2:14][CH2:15]2)[C:12]([CH3:22])([CH3:23])[C:11]([C:24]2[CH:25]=[CH:26][C:27]([C:28]([O:30][CH3:31])=[O:29])=[CH:32][CH:33]=2)=[CH:10][CH2:9]3)[CH2:6][CH2:5]1)=[O:51])([CH3:50])([CH3:49])[CH3:48]. (2) Given the reactants [CH3:1][O:2][C:3](=[O:25])[CH2:4][C:5]1[C:14]([CH3:15])=[C:13](OS(C(F)(F)F)(=O)=O)[C:12]2[C:7](=[CH:8][CH:9]=[C:10]([F:24])[CH:11]=2)[CH:6]=1.C1(P(C2C=CC=CC=2)C2C=CC=CC=2)C=CC=CC=1.[C:45](=[N:48][S:49]([C:52]1[CH:57]=[CH:56][C:55](B(O)O)=[CH:54][CH:53]=1)(=[O:51])=[O:50])([CH3:47])[CH3:46].C(=O)([O-])[O-].[Na+].[Na+], predict the reaction product. The product is: [CH3:1][O:2][C:3](=[O:25])[CH2:4][C:5]1[C:14]([CH3:15])=[C:13]([C:55]2[CH:54]=[CH:53][C:52]([S:49](=[O:50])(=[O:51])[NH:48][CH:45]([CH3:47])[CH3:46])=[CH:57][CH:56]=2)[C:12]2[C:7](=[CH:8][CH:9]=[C:10]([F:24])[CH:11]=2)[CH:6]=1. (3) Given the reactants [CH3:1][C:2]([OH:16])([C:4]([C:6]1[CH:11]=[CH:10][C:9]([O:12][CH2:13][CH2:14][OH:15])=[CH:8][CH:7]=1)=[O:5])[CH3:3].[C:17]([O:22]C(=O)C(C)=C)(=[O:21])[C:18]([CH3:20])=[CH2:19], predict the reaction product. The product is: [C:17]([O-:22])(=[O:21])[C:18]([CH3:20])=[CH2:19].[CH3:3][C:2]([OH:16])([C:4]([C:6]1[CH:11]=[CH:10][C:9]([O:12][CH2:13][CH2:14][OH:15])=[CH:8][CH:7]=1)=[O:5])[CH3:1]. (4) The product is: [C:1]([N:8]1[CH2:9][CH2:10][CH2:11][CH:12]1[CH:18]([OH:25])[C:19]1[CH:24]=[CH:23][CH:22]=[CH:21][CH:20]=1)([O:3][C:4]([CH3:7])([CH3:6])[CH3:5])=[O:2]. Given the reactants [C:1]([N:8]1[CH2:12][CH2:11][CH2:10][CH2:9]1)([O:3][C:4]([CH3:7])([CH3:6])[CH3:5])=[O:2].C([Li])(CC)C.[CH:18](=[O:25])[C:19]1[CH:24]=[CH:23][CH:22]=[CH:21][CH:20]=1, predict the reaction product. (5) Given the reactants [CH3:1][C@H:2]1[NH:7][C@@H:6]([CH3:8])[CH2:5][N:4]([CH2:9][C:10]2[CH:15]=[CH:14][C:13]([C:16]3[C:17]([S:22]([N:25]4[CH2:30][CH2:29][C:28](=O)[CH2:27][CH2:26]4)(=[O:24])=[O:23])=[N:18][CH:19]=[CH:20][CH:21]=3)=[CH:12][C:11]=2[F:32])[CH2:3]1.[F:33][C:34]1[CH:40]=[CH:39][CH:38]=[CH:37][C:35]=1[NH2:36].C(O)(=O)C, predict the reaction product. The product is: [CH3:1][C@H:2]1[NH:7][C@@H:6]([CH3:8])[CH2:5][N:4]([CH2:9][C:10]2[CH:15]=[CH:14][C:13]([C:16]3[C:17]([S:22]([N:25]4[CH2:30][CH2:29][CH:28]([NH:36][C:35]5[CH:37]=[CH:38][CH:39]=[CH:40][C:34]=5[F:33])[CH2:27][CH2:26]4)(=[O:24])=[O:23])=[N:18][CH:19]=[CH:20][CH:21]=3)=[CH:12][C:11]=2[F:32])[CH2:3]1. (6) The product is: [NH:19]1[C:27]2[C:22](=[CH:23][CH:24]=[CH:25][CH:26]=2)[C:21]([CH:7]2[C:8]3[C:13](=[CH:12][CH:11]=[CH:10][CH:9]=3)[C:14]3[CH:1]=[CH:2][CH:3]=[CH:4][C:5]=3[N:6]2[C:15](=[O:17])[CH3:16])=[CH:20]1. Given the reactants [CH:1]1[C:14]2[C:5](=[N:6][CH:7]=[C:8]3[C:13]=2[CH:12]=[CH:11][CH:10]=[CH:9]3)[CH:4]=[CH:3][CH:2]=1.[C:15](Cl)(=[O:17])[CH3:16].[NH:19]1[C:27]2[C:22](=[CH:23][CH:24]=[CH:25][CH:26]=2)[CH:21]=[CH:20]1, predict the reaction product.